Dataset: Full USPTO retrosynthesis dataset with 1.9M reactions from patents (1976-2016). Task: Predict the reactants needed to synthesize the given product. Given the product [CH3:8][C@@H:9]([C@@H:15]1[C@@:19]2([CH3:35])[CH2:20][CH2:21][C@@H:22]3[C@@:27]4([CH3:33])[CH2:28][CH2:29][C@@H:30]([OH:32])[CH2:31][C@H:26]4[CH2:25][CH2:24][C@H:23]3[C@@H:18]2[CH2:17][CH2:16]1)[CH2:10][CH2:11][C:12]([NH:1][CH2:2][CH2:3][S:4]([OH:7])(=[O:6])=[O:5])=[O:13], predict the reactants needed to synthesize it. The reactants are: [NH2:1][CH2:2][CH2:3][S:4]([OH:7])(=[O:6])=[O:5].[CH3:8][C@@H:9]([C@@H:15]1[C@@:19]2([CH3:35])[CH2:20][CH2:21][C@@H:22]3[C@@:27]4([CH3:33])[CH2:28][CH2:29][C@@H:30]([OH:32])[CH2:31][C@H:26]4[CH2:25][C@H:24](O)[C@H:23]3[C@@H:18]2[CH2:17][CH2:16]1)[CH2:10][CH2:11][C:12](O)=[O:13].[Cl-].